From a dataset of Peptide-MHC class I binding affinity with 185,985 pairs from IEDB/IMGT. Regression. Given a peptide amino acid sequence and an MHC pseudo amino acid sequence, predict their binding affinity value. This is MHC class I binding data. The peptide sequence is YPACEAIGL. The MHC is HLA-A01:01 with pseudo-sequence HLA-A01:01. The binding affinity (normalized) is 0.0847.